The task is: Predict the reactants needed to synthesize the given product.. This data is from Full USPTO retrosynthesis dataset with 1.9M reactions from patents (1976-2016). (1) The reactants are: C([N:8]1[CH:16]=[N:15][C:14]2[C:9]1=[N:10][C:11]([CH2:18][CH2:19][C:20]([O:22][CH3:23])=[O:21])=[N:12][C:13]=2[NH2:17])C1C=CC=CC=1.C(O)(C)C.[H][H]. Given the product [CH3:23][O:22][C:20]([CH2:19][CH2:18][C:11]1[N:10]=[C:9]2[C:14]([NH:15][CH:16]=[N:8]2)=[C:13]([NH2:17])[N:12]=1)=[O:21], predict the reactants needed to synthesize it. (2) Given the product [NH2:35][C:34](=[O:36])[CH2:33][C:19]1[CH:18]=[CH:17][C:16]([NH:15][C:13]([C:10]2([C:8]3[CH:7]=[CH:6][C:5]4[O:1][CH2:2][O:3][C:4]=4[CH:9]=3)[CH2:11][CH2:12]2)=[O:14])=[CH:21][C:20]=1[C:22]1[CH:27]=[CH:26][C:25]([C:28]([N:30]([CH3:32])[CH3:31])=[O:29])=[CH:24][CH:23]=1, predict the reactants needed to synthesize it. The reactants are: [O:1]1[C:5]2[CH:6]=[CH:7][C:8]([C:10]3([C:13]([NH:15][C:16]4[CH:17]=[CH:18][C:19]([CH2:33][C:34]#[N:35])=[C:20]([C:22]5[CH:27]=[CH:26][C:25]([C:28]([N:30]([CH3:32])[CH3:31])=[O:29])=[CH:24][CH:23]=5)[CH:21]=4)=[O:14])[CH2:12][CH2:11]3)=[CH:9][C:4]=2[O:3][CH2:2]1.[OH:36]O.[OH-].[Na+]. (3) Given the product [CH2:23]([O:22][C:20](=[O:21])[C:19]([C:28]1[N:29]=[CH:30][C:31]([C:34]([O:36][CH:37]([CH3:39])[CH3:38])=[O:35])=[N:32][CH:33]=1)([F:26])[F:25])[CH3:24], predict the reactants needed to synthesize it. The reactants are: COCCOCCOCCOC.C[Si](Br)(C)C.Br[C:19]([F:26])([F:25])[C:20]([O:22][CH2:23][CH3:24])=[O:21].Br[C:28]1[N:29]=[CH:30][C:31]([C:34]([O:36][CH:37]([CH3:39])[CH3:38])=[O:35])=[N:32][CH:33]=1.[Cl-].[Na+].Cl. (4) Given the product [F:23][C:20]1[CH:21]=[CH:22][C:16]2[O:15][CH2:14][CH:13]([CH2:12][NH:28][CH2:27][CH2:26][O:25][CH3:24])[O:18][C:17]=2[CH:19]=1, predict the reactants needed to synthesize it. The reactants are: CC1C=CC(S(O[CH2:12][CH:13]2[O:18][C:17]3[CH:19]=[C:20]([F:23])[CH:21]=[CH:22][C:16]=3[O:15][CH2:14]2)(=O)=O)=CC=1.[CH3:24][O:25][CH2:26][CH2:27][NH2:28]. (5) Given the product [F:1][C:2]1[CH:3]=[C:4]2[C:32]3[N:8]([N:9]([CH3:33])[CH2:10][O:11][C:12]=3[C:13]=1[N:14]1[CH2:19][CH2:18][N:17]([C:20]3[CH:25]=[CH:24][C:23](=[O:26])[N:22]([CH2:27][C:2]4[CH:13]=[CH:12][CH:44]=[C:43]([O:42][CH3:41])[CH:3]=4)[N:21]=3)[CH2:16][CH2:15]1)[CH:7]=[C:6]([C:34]([OH:36])=[O:35])[C:5]2=[O:37], predict the reactants needed to synthesize it. The reactants are: [F:1][C:2]1[CH:3]=[C:4]2[C:32]3[N:8]([N:9]([CH3:33])[CH2:10][O:11][C:12]=3[C:13]=1[N:14]1[CH2:19][CH2:18][N:17]([C:20]3[CH:25]=[CH:24][C:23](=[O:26])[N:22]([CH2:27]C(OC)=O)[N:21]=3)[CH2:16][CH2:15]1)[CH:7]=[C:6]([C:34]([OH:36])=[O:35])[C:5]2=[O:37].CN1[CH2:44][CH2:43][O:42][CH2:41]C1. (6) Given the product [CH3:1][C:2]1([CH3:9])[CH2:7][CH2:6][C:5](=[O:8])[CH2:4][CH2:3]1, predict the reactants needed to synthesize it. The reactants are: [CH3:1][C:2]1([CH3:9])[CH2:7][CH2:6][C:5](=[O:8])[CH:4]=[CH:3]1.